From a dataset of Catalyst prediction with 721,799 reactions and 888 catalyst types from USPTO. Predict which catalyst facilitates the given reaction. (1) Reactant: [CH:1]([C:3]1[CH:7]=[C:6]([C:8]([O:10][C:11]([CH3:14])([CH3:13])[CH3:12])=[O:9])[NH:5][N:4]=1)=[O:2].C(=O)([O-])[O-].[Cs+].[Cs+].I[CH:22]([CH3:24])[CH3:23]. Product: [CH:1]([C:3]1[CH:7]=[C:6]([C:8]([O:10][C:11]([CH3:14])([CH3:13])[CH3:12])=[O:9])[N:5]([CH:22]([CH3:24])[CH3:23])[N:4]=1)=[O:2]. The catalyst class is: 10. (2) Reactant: [C:1]([O:5][C:6]([NH:8][CH:9]([C:15]([O:17][CH2:18][CH3:19])=[O:16])[C:10]([O:12][CH2:13][CH3:14])=[O:11])=[O:7])([CH3:4])([CH3:3])[CH3:2].C(=O)([O-])[O-].[K+].[K+].Br[CH2:27][C:28]([O:30][CH2:31][C:32]1[CH:37]=[CH:36][CH:35]=[CH:34][CH:33]=1)=[O:29].Cl. Product: [C:1]([O:5][C:6]([NH:8][C:9]([CH2:27][C:28]([O:30][CH2:31][C:32]1[CH:37]=[CH:36][CH:35]=[CH:34][CH:33]=1)=[O:29])([C:10]([O:12][CH2:13][CH3:14])=[O:11])[C:15]([O:17][CH2:18][CH3:19])=[O:16])=[O:7])([CH3:4])([CH3:2])[CH3:3]. The catalyst class is: 3. (3) Reactant: C(N(C(C)C)CC)(C)C.FC(F)(F)C(O)=O.[CH3:17][O:18][C:19](=[O:38])[CH2:20][C:21]1[CH:30]=[C:29]([CH:31]2[CH2:36][CH2:35][NH:34][CH2:33][CH2:32]2)[C:28]2[C:23](=[CH:24][CH:25]=[C:26]([F:37])[CH:27]=2)[CH:22]=1.[Cl:39][C:40]1[CH:41]=[C:42]([S:47](Cl)(=[O:49])=[O:48])[CH:43]=[C:44]([Cl:46])[CH:45]=1. Product: [CH3:17][O:18][C:19](=[O:38])[CH2:20][C:21]1[CH:30]=[C:29]([CH:31]2[CH2:36][CH2:35][N:34]([S:47]([C:42]3[CH:41]=[C:40]([Cl:39])[CH:45]=[C:44]([Cl:46])[CH:43]=3)(=[O:49])=[O:48])[CH2:33][CH2:32]2)[C:28]2[C:23](=[CH:24][CH:25]=[C:26]([F:37])[CH:27]=2)[CH:22]=1. The catalyst class is: 7. (4) Reactant: [CH3:1][O:2][C:3]1[CH:4]=[C:5]2[O:9][C:8]([C:10]3[N:11]=[C:12]4[N:16]([CH:17]=3)[N:15]=[C:14]([O:18][CH3:19])[S:13]4)=[CH:7][C:6]2=[C:20]([OH:22])[CH:21]=1.C1(P(C2C=CC=CC=2)C2C=CC=CC=2)C=CC=CC=1.[CH2:42]([O:49][C:50]1[CH:51]=[C:52]([CH:55]=[CH:56][CH:57]=1)[CH2:53]O)[C:43]1[CH:48]=[CH:47][CH:46]=[CH:45][CH:44]=1.N(C(OC(C)C)=O)=NC(OC(C)C)=O. Product: [CH2:42]([O:49][C:50]1[CH:51]=[C:52]([CH:55]=[CH:56][CH:57]=1)[CH2:53][O:22][C:20]1[C:6]2[CH:7]=[C:8]([C:10]3[N:11]=[C:12]4[N:16]([CH:17]=3)[N:15]=[C:14]([O:18][CH3:19])[S:13]4)[O:9][C:5]=2[CH:4]=[C:3]([O:2][CH3:1])[CH:21]=1)[C:43]1[CH:44]=[CH:45][CH:46]=[CH:47][CH:48]=1. The catalyst class is: 7. (5) Reactant: [F:1][C:2]1[CH:7]=[C:6]([N:8]2[CH:13]=[CH:12][CH:11]=[CH:10][C:9]2=[O:14])[CH:5]=[CH:4][C:3]=1[NH:15][C:16]([C@@H:18]1[C@@H:20]([CH2:21][O:22][C:23]2[CH:28]=[CH:27][C:26]([O:29][CH3:30])=[CH:25][CH:24]=2)[C@@H:19]1[C:31]([OH:33])=[O:32])=[O:17].[C:34]([O-])([O-])=O.[K+].[K+].IC.[OH-].[Na+]. Product: [CH3:34][O:32][C:31]([C@H:19]1[C@H:20]([CH2:21][O:22][C:23]2[CH:28]=[CH:27][C:26]([O:29][CH3:30])=[CH:25][CH:24]=2)[C@H:18]1[C:16](=[O:17])[NH:15][C:3]1[CH:4]=[CH:5][C:6]([N:8]2[CH:13]=[CH:12][CH:11]=[CH:10][C:9]2=[O:14])=[CH:7][C:2]=1[F:1])=[O:33]. The catalyst class is: 3. (6) The catalyst class is: 47. Reactant: [CH2:1]([NH:8][CH2:9][C:10]1[C:11]([Cl:17])=[N:12][C:13]([Cl:16])=[CH:14][CH:15]=1)[C:2]1[CH:7]=[CH:6][CH:5]=[CH:4][CH:3]=1.C(=O)([O-])[O-].[K+].[K+].[I-].[Na+].Br[CH2:27][CH2:28][CH:29]=[CH2:30]. Product: [CH2:1]([N:8]([CH2:9][C:10]1[C:11]([Cl:17])=[N:12][C:13]([Cl:16])=[CH:14][CH:15]=1)[CH2:30][CH2:29][CH:28]=[CH2:27])[C:2]1[CH:3]=[CH:4][CH:5]=[CH:6][CH:7]=1.